From a dataset of Forward reaction prediction with 1.9M reactions from USPTO patents (1976-2016). Predict the product of the given reaction. (1) Given the reactants [Cl:1][C:2]1[CH:11]=[C:10]([C:12](=O)[CH3:13])[C:9]([N:15]2[CH2:19][CH2:18][CH:17]([O:20][CH3:21])[CH2:16]2)=[C:8]2[C:3]=1[CH:4]=[CH:5][CH:6]=[N:7]2.C([O-])(=O)C.[NH4+].C([BH3-])#[N:28].[Na+].O1CCCC1, predict the reaction product. The product is: [Cl:1][C:2]1[CH:11]=[C:10]([CH:12]([NH2:28])[CH3:13])[C:9]([N:15]2[CH2:19][CH2:18][CH:17]([O:20][CH3:21])[CH2:16]2)=[C:8]2[C:3]=1[CH:4]=[CH:5][CH:6]=[N:7]2. (2) Given the reactants C(OC([N:8]1[CH2:13][CH2:12][CH:11]([O:14][CH2:15][CH2:16][O:17][CH3:18])[CH2:10][CH2:9]1)=O)(C)(C)C.[ClH:19].O1CCOCC1, predict the reaction product. The product is: [ClH:19].[CH3:18][O:17][CH2:16][CH2:15][O:14][CH:11]1[CH2:12][CH2:13][NH:8][CH2:9][CH2:10]1. (3) Given the reactants [Br:1][C:2]1[CH:3]=[C:4]2[C:12](=[CH:13][CH:14]=1)[NH:11][C:10]1[CH:9]([NH2:15])[CH2:8][CH2:7][CH2:6][C:5]2=1.[C:16]1([N:22]=[C:23]=[O:24])[CH:21]=[CH:20][CH:19]=[CH:18][CH:17]=1, predict the reaction product. The product is: [Br:1][C:2]1[CH:3]=[C:4]2[C:12](=[CH:13][CH:14]=1)[NH:11][C:10]1[CH:9]([NH:15][C:23]([NH:22][C:16]3[CH:21]=[CH:20][CH:19]=[CH:18][CH:17]=3)=[O:24])[CH2:8][CH2:7][CH2:6][C:5]2=1. (4) Given the reactants [Cl:1][C:2]1[CH:7]=[C:6]([Cl:8])[CH:5]=[CH:4][C:3]=1[CH:9]1[S:15][C:14]([CH3:17])([CH3:16])[CH2:13][NH:12][C:11]2[N:18]([CH3:22])[N:19]=[C:20]([CH3:21])[C:10]1=2.C1C=C(Cl)C=C(C(OO)=[O:31])C=1.C(=O)(O)[O-].[Na+], predict the reaction product. The product is: [Cl:1][C:2]1[CH:7]=[C:6]([Cl:8])[CH:5]=[CH:4][C:3]=1[CH:9]1[S:15](=[O:31])[C:14]([CH3:17])([CH3:16])[CH2:13][NH:12][C:11]2[N:18]([CH3:22])[N:19]=[C:20]([CH3:21])[C:10]1=2.